From a dataset of Reaction yield outcomes from USPTO patents with 853,638 reactions. Predict the reaction yield, written as a fraction of the theoretical maximum amount of product (1.0 means a 100% yield; for example, 0.34 means a 34% yield). (1) The reactants are [CH2:1]([O:4][C:5]1[CH:13]=[C:12]2[C:8]([CH:9]=[C:10]([CH2:15][O:16][Si:17]([C:20]([CH3:23])([CH3:22])[CH3:21])([CH3:19])[CH3:18])[N:11]2[CH3:14])=[CH:7][C:6]=1[CH:24]=[O:25])[CH:2]=[CH2:3].[CH:26]([Mg]Br)=[CH2:27].[NH4+].[Cl-].O. The catalyst is C1COCC1. The product is [CH2:1]([O:4][C:5]1[CH:13]=[C:12]2[C:8]([CH:9]=[C:10]([CH2:15][O:16][Si:17]([C:20]([CH3:21])([CH3:23])[CH3:22])([CH3:18])[CH3:19])[N:11]2[CH3:14])=[CH:7][C:6]=1[CH:24]([OH:25])[CH:26]=[CH2:27])[CH:2]=[CH2:3]. The yield is 0.980. (2) The reactants are [NH2:1][C:2]1[CH:7]=[C:6]2[O:8][CH2:9][O:10][C:5]2=[CH:4][C:3]=1[C:11]1[CH:12]=[C:13]2[C:18](=[CH:19][CH:20]=1)[CH:17]=[C:16]([O:21][CH3:22])[C:15]([O:23][CH3:24])=[CH:14]2.[N:25]([O-])=O.[Na+].O.C(OCC)(=O)C. The catalyst is C(O)(=O)C.Cl. The product is [CH3:22][O:21][C:16]1[C:15]([O:23][CH3:24])=[CH:14][C:13]2[C:18]([CH:17]=1)=[CH:19][CH:20]=[C:11]1[C:12]=2[N:25]=[N:1][C:2]2[CH:7]=[C:6]3[O:8][CH2:9][O:10][C:5]3=[CH:4][C:3]1=2. The yield is 0.500.